This data is from Peptide-MHC class II binding affinity with 134,281 pairs from IEDB. The task is: Regression. Given a peptide amino acid sequence and an MHC pseudo amino acid sequence, predict their binding affinity value. This is MHC class II binding data. (1) The peptide sequence is TMAGCGYLMFLGGVK. The MHC is DRB1_0404 with pseudo-sequence DRB1_0404. The binding affinity (normalized) is 0.652. (2) The peptide sequence is ALSRVQSMFLGTGGS. The MHC is DRB1_1201 with pseudo-sequence DRB1_1201. The binding affinity (normalized) is 0.231. (3) The peptide sequence is VHVSFVMAYPEMLAA. The MHC is HLA-DPA10201-DPB10501 with pseudo-sequence HLA-DPA10201-DPB10501. The binding affinity (normalized) is 0.367. (4) The peptide sequence is SGTVMDVISRRDQRG. The MHC is DRB1_0301 with pseudo-sequence DRB1_0301. The binding affinity (normalized) is 0.622. (5) The peptide sequence is KWMMAMKYPITADKR. The MHC is DRB1_0301 with pseudo-sequence DRB1_0301. The binding affinity (normalized) is 0.198. (6) The peptide sequence is KNVFDDVVPEKYTIG. The MHC is DRB3_0202 with pseudo-sequence DRB3_0202. The binding affinity (normalized) is 0.0202. (7) The peptide sequence is EQISVLRKAFDAFDR. The MHC is HLA-DPA10301-DPB10402 with pseudo-sequence HLA-DPA10301-DPB10402. The binding affinity (normalized) is 0.409. (8) The peptide sequence is KYMVIQGEPGAVIRG. The MHC is DRB1_1001 with pseudo-sequence DRB1_1001. The binding affinity (normalized) is 0.775. (9) The peptide sequence is GGFMTTAFQYIIDNKG. The MHC is HLA-DPA10201-DPB10501 with pseudo-sequence HLA-DPA10201-DPB10501. The binding affinity (normalized) is 0.420. (10) The peptide sequence is KGKDKWIELKESWGA. The MHC is HLA-DPA10103-DPB10401 with pseudo-sequence HLA-DPA10103-DPB10401. The binding affinity (normalized) is 0.0592.